From a dataset of Buchwald-Hartwig C-N cross coupling reaction yields with 55,370 reactions. Predict the reaction yield, written as a fraction of the theoretical maximum amount of product (1.0 means a 100% yield; for example, 0.34 means a 34% yield). (1) The reactants are Brc1cccnc1.Cc1ccc(N)cc1.O=S(=O)(O[Pd]1c2ccccc2-c2ccccc2N~1)C(F)(F)F.CC(C)c1cc(C(C)C)c(-c2ccccc2P(C(C)(C)C)C(C)(C)C)c(C(C)C)c1.CN(C)C(=NC(C)(C)C)N(C)C.Cc1cc(C)on1. No catalyst specified. The product is Cc1ccc(Nc2cccnc2)cc1. The yield is 0.661. (2) The reactants are FC(F)(F)c1ccc(I)cc1.Cc1ccc(N)cc1.O=S(=O)(O[Pd]1c2ccccc2-c2ccccc2N~1)C(F)(F)F.CC(C)c1cc(C(C)C)c(-c2ccccc2P(C2CCCCC2)C2CCCCC2)c(C(C)C)c1.CN(C)C(=NC(C)(C)C)N(C)C.CCOC(=O)c1cc(C)no1. No catalyst specified. The product is Cc1ccc(Nc2ccc(C(F)(F)F)cc2)cc1. The yield is 0.412.